This data is from Forward reaction prediction with 1.9M reactions from USPTO patents (1976-2016). The task is: Predict the product of the given reaction. (1) Given the reactants [CH3:1][O:2][C:3]1[CH:8]=[CH:7][C:6]([S:9]([N:12]([C:27]2[CH:32]=[CH:31][C:30]([CH:33]=[CH:34][C:35]([N:37]3[CH2:42][CH2:41][O:40][CH2:39][CH2:38]3)=[O:36])=[CH:29][CH:28]=2)[CH2:13][C:14]2[CH:19]=[CH:18][C:17]([O:20]C3CCCCO3)=[CH:16][CH:15]=2)(=[O:11])=[O:10])=[CH:5][CH:4]=1.Cl, predict the reaction product. The product is: [OH:20][C:17]1[CH:16]=[CH:15][C:14]([CH2:13][N:12]([C:27]2[CH:32]=[CH:31][C:30]([CH:33]=[CH:34][C:35]([N:37]3[CH2:42][CH2:41][O:40][CH2:39][CH2:38]3)=[O:36])=[CH:29][CH:28]=2)[S:9]([C:6]2[CH:5]=[CH:4][C:3]([O:2][CH3:1])=[CH:8][CH:7]=2)(=[O:11])=[O:10])=[CH:19][CH:18]=1. (2) Given the reactants [F:1][C:2]([F:18])([F:17])[O:3][C:4]1[CH:9]=[CH:8][C:7]([CH:10]2[CH2:15][CH2:14][CH2:13][CH2:12][C:11]2=[O:16])=[CH:6][CH:5]=1.[Br:19]Br, predict the reaction product. The product is: [Br:19][CH:12]1[C:11](=[O:16])[CH:10]([C:7]2[CH:6]=[CH:5][C:4]([O:3][C:2]([F:17])([F:18])[F:1])=[CH:9][CH:8]=2)[CH2:15][CH2:14][CH2:13]1. (3) Given the reactants [CH3:1][S:2]([CH3:4])=[O:3].[CH3:5]N(P(N(C)C)(N(C)C)=O)C.[Li][CH2:17][CH2:18][CH2:19][CH3:20].Br[CH2:22][C:23]1[C:24]([C:45]2[CH:50]=[CH:49][CH:48]=[CH:47][CH:46]=2)=[N:25][C:26]2[C:31]([C:32]=1[C:33]([NH2:35])=[O:34])=[C:30]([C@H](C1C=CC=CC=1)CC)[CH:29]=[CH:28][CH:27]=2.[CH2:51]1[CH2:55]O[CH2:53][CH2:52]1, predict the reaction product. The product is: [CH3:1][S:2]([CH2:4][CH2:22][C:23]1[C:24]([C:45]2[CH:50]=[CH:49][CH:48]=[CH:47][CH:46]=2)=[N:25][C:26]2[C:31]([C:32]=1[C:33]([NH:35][C@H:18]([C:19]1[CH:20]=[CH:55][CH:51]=[CH:52][CH:53]=1)[CH2:17][CH3:5])=[O:34])=[CH:30][CH:29]=[CH:28][CH:27]=2)=[O:3]. (4) Given the reactants [C:1]1(P([C:1]2[CH:6]=[CH:5][CH:4]=[CH:3][CH:2]=2)[C:1]2[CH:6]=[CH:5][CH:4]=[CH:3][CH:2]=2)[CH:6]=[CH:5][CH:4]=[CH:3][CH:2]=1.[C:20]1(=[O:30])[C:28]2[C:23](=[CH:24][CH:25]=[CH:26][CH:27]=2)[C:22](=[O:29])[NH:21]1.C1(O)CCCC=C1.CC(OC(/N=N/C(OC(C)C)=O)=O)C, predict the reaction product. The product is: [CH:6]1([N:21]2[C:22](=[O:29])[C:23]3[C:28](=[CH:27][CH:26]=[CH:25][CH:24]=3)[C:20]2=[O:30])[CH2:5][CH2:4][CH2:3][CH:2]=[CH:1]1. (5) Given the reactants [C:1]([O:5][C:6]([N:8]1[CH2:12][C@H:11]([F:13])[CH2:10][C@H:9]1[C:14]1[S:15][C:16]([CH3:23])=[C:17]([C:19]([O:21]C)=[O:20])[CH:18]=1)=[O:7])([CH3:4])([CH3:3])[CH3:2].O.[OH-].[Li+].Cl, predict the reaction product. The product is: [C:1]([O:5][C:6]([N:8]1[CH2:12][C@H:11]([F:13])[CH2:10][C@H:9]1[C:14]1[S:15][C:16]([CH3:23])=[C:17]([C:19]([OH:21])=[O:20])[CH:18]=1)=[O:7])([CH3:4])([CH3:3])[CH3:2]. (6) The product is: [CH3:10][C@@H:4]([CH2:3][C:2]([S:19]([CH3:18])(=[O:21])=[O:20])=[O:1])[CH2:5][C:6]([O:8][CH3:9])=[O:7]. Given the reactants [OH:1][CH2:2][CH2:3][C@@H:4]([CH3:10])[CH2:5][C:6]([O:8][CH3:9])=[O:7].CCN(CC)CC.[CH3:18][S:19](Cl)(=[O:21])=[O:20], predict the reaction product.